This data is from Full USPTO retrosynthesis dataset with 1.9M reactions from patents (1976-2016). The task is: Predict the reactants needed to synthesize the given product. (1) Given the product [CH3:14][O:13][C:10]1[C:11]2[O:12][C:15](=[S:16])[NH:1][C:2]=2[CH:3]=[C:4]([C:5]([O:7][CH3:8])=[O:6])[CH:9]=1, predict the reactants needed to synthesize it. The reactants are: [NH2:1][C:2]1[CH:3]=[C:4]([CH:9]=[C:10]([O:13][CH3:14])[C:11]=1[OH:12])[C:5]([O:7][CH3:8])=[O:6].[C:15](=S)(OCC)[S-:16].[K+].Cl. (2) The reactants are: [CH:1]1[N:9]=[C:8](Br)[C:7]2[C:3](=[N:4][S:5][N:6]=2)[C:2]=1[Br:11].[CH2:12]([C:28]1([CH2:65][CH2:66][CH2:67][CH2:68][CH2:69][CH2:70][CH2:71][CH2:72][CH2:73][CH2:74][CH2:75][CH2:76][CH2:77][CH2:78][CH2:79][CH3:80])[C:51]2[CH:50]=[C:49]([Sn](CCCC)(CCCC)CCCC)[S:48][C:47]=2[C:30]2[S:31][C:32]([Sn:34]([CH2:43][CH2:44][CH2:45][CH3:46])([CH2:39][CH2:40][CH2:41][CH3:42])[CH2:35][CH2:36][CH2:37][CH3:38])=[CH:33][C:29]1=2)[CH2:13][CH2:14][CH2:15][CH2:16][CH2:17][CH2:18][CH2:19][CH2:20][CH2:21][CH2:22][CH2:23][CH2:24][CH2:25][CH2:26][CH3:27]. Given the product [Br:11][C:2]1[C:3]2[C:7](=[N:6][S:5][N:4]=2)[C:8]([C:49]2[S:48][C:47]3[C:30]4[S:31][C:32]([Sn:34]([CH2:43][CH2:44][CH2:45][CH3:46])([CH2:35][CH2:36][CH2:37][CH3:38])[CH2:39][CH2:40][CH2:41][CH3:42])=[CH:33][C:29]=4[C:28]([CH2:65][CH2:66][CH2:67][CH2:68][CH2:69][CH2:70][CH2:71][CH2:72][CH2:73][CH2:74][CH2:75][CH2:76][CH2:77][CH2:78][CH2:79][CH3:80])([CH2:12][CH2:13][CH2:14][CH2:15][CH2:16][CH2:17][CH2:18][CH2:19][CH2:20][CH2:21][CH2:22][CH2:23][CH2:24][CH2:25][CH2:26][CH3:27])[C:51]=3[CH:50]=2)=[N:9][CH:1]=1, predict the reactants needed to synthesize it. (3) Given the product [CH3:16][S:17]([C:20](=[CH:11][C:10]1[C:9]2[C:4](=[CH:5][CH:6]=[C:7]([N+:13]([O-:15])=[O:14])[CH:8]=2)[NH:3][C:2]=1[CH3:1])[C:21]#[N:22])(=[O:19])=[O:18], predict the reactants needed to synthesize it. The reactants are: [CH3:1][C:2]1[NH:3][C:4]2[C:9]([C:10]=1[CH:11]=O)=[CH:8][C:7]([N+:13]([O-:15])=[O:14])=[CH:6][CH:5]=2.[CH3:16][S:17]([CH2:20][C:21]#[N:22])(=[O:19])=[O:18]. (4) Given the product [CH3:19][CH:20]([CH3:29])[CH2:21][C:22](=[O:28])[CH2:23][CH2:24][C:2]([O:4][CH2:5][C:6]1[CH:11]=[CH:10][CH:9]=[CH:8][CH:7]=1)=[O:3], predict the reactants needed to synthesize it. The reactants are: Cl[C:2]([O:4][CH2:5][C:6]1[CH:11]=[CH:10][CH:9]=[CH:8][CH:7]=1)=[O:3].C(N(CC)CC)C.[CH3:19][CH:20]([CH3:29])[CH2:21][C:22](=[O:28])[CH2:23][CH2:24]C(O)=O.[Cl-].[NH4+]. (5) Given the product [O:3]1[CH2:4][CH2:5][O:1][CH:2]1[C:6]1[CH:11]=[CH:10][C:9]([C:12]2[C:21]([C:22]3[CH:27]=[CH:26][CH:25]=[CH:24][CH:23]=3)=[CH:20][C:19]3[C:18]4=[N:28][N:29]=[CH:31][N:17]4[CH:16]=[CH:15][C:14]=3[N:13]=2)=[CH:8][CH:7]=1, predict the reactants needed to synthesize it. The reactants are: [O:1]1[CH2:5][CH2:4][O:3][CH:2]1[C:6]1[CH:11]=[CH:10][C:9]([C:12]2[C:21]([C:22]3[CH:27]=[CH:26][CH:25]=[CH:24][CH:23]=3)=[CH:20][C:19]3[C:14](=[CH:15][CH:16]=[N:17][C:18]=3[NH:28][NH2:29])[N:13]=2)=[CH:8][CH:7]=1.O.[C:31]1(C)C(S(O)(=O)=O)=CC=CC=1.C1(C)C=CC=CC=1.C(OC)(OC)OC. (6) The reactants are: [NH2:18][C:17]1[CH:19]=[C:20]([Cl:28])[C:21]([O:23][C:24]([F:27])([F:25])[F:26])=[CH:22][C:16]=1[S:15][S:15][C:16]1[CH:22]=[C:21]([O:23][C:24]([F:27])([F:26])[F:25])[C:20]([Cl:28])=[CH:19][C:17]=1[NH2:18].[O:29]=[C:30]1[CH2:35][C:34](=O)[CH2:33][C:32]2([CH2:41][CH2:40][O:39][CH2:38][CH2:37]2)[N:31]1[NH:42][C:43](=[O:45])[CH3:44]. Given the product [Cl:28][C:20]1[C:21]([O:23][C:24]([F:25])([F:26])[F:27])=[CH:22][C:16]2[S:15][C:35]3[C:30](=[O:29])[N:31]([NH:42][C:43](=[O:45])[CH3:44])[C:32]4([CH2:41][CH2:40][O:39][CH2:38][CH2:37]4)[CH2:33][C:34]=3[NH:18][C:17]=2[CH:19]=1, predict the reactants needed to synthesize it. (7) Given the product [F:22][C:18]1[CH:17]=[C:16]([CH:21]=[CH:20][CH:19]=1)[CH2:15][O:14][C:11]1[CH:10]=[CH:9][C:8]([N:5]2[CH2:6][CH2:7][C@@H:3]([NH:2][C:24](=[O:26])[CH3:25])[C:4]2=[O:23])=[CH:13][CH:12]=1, predict the reactants needed to synthesize it. The reactants are: Cl.[NH2:2][C@@H:3]1[CH2:7][CH2:6][N:5]([C:8]2[CH:13]=[CH:12][C:11]([O:14][CH2:15][C:16]3[CH:21]=[CH:20][CH:19]=[C:18]([F:22])[CH:17]=3)=[CH:10][CH:9]=2)[C:4]1=[O:23].[C:24](Cl)(=[O:26])[CH3:25]. (8) Given the product [CH3:36][C:34]1[CH:35]=[C:30]([C:27]2[CH:26]=[CH:25][C:24]([C:22]3[N:3]=[N:2][N:1]([CH2:4][C:5]([O:7][CH3:8])=[O:6])[CH:23]=3)=[N:29][CH:28]=2)[CH:31]=[C:32]([NH:37][C:38]2[N:43]=[C:42]([C:44]([F:47])([F:45])[F:46])[CH:41]=[CH:40][N:39]=2)[CH:33]=1, predict the reactants needed to synthesize it. The reactants are: [N:1]([CH2:4][C:5]([O:7][CH3:8])=[O:6])=[N+:2]=[N-:3].OC(C1C([O-])=C(O)C(=O)O1)CO.[Na+].[C:22]([C:24]1[N:29]=[CH:28][C:27]([C:30]2[CH:31]=[C:32]([NH:37][C:38]3[N:43]=[C:42]([C:44]([F:47])([F:46])[F:45])[CH:41]=[CH:40][N:39]=3)[CH:33]=[C:34]([CH3:36])[CH:35]=2)=[CH:26][CH:25]=1)#[CH:23]. (9) The reactants are: [NH2:1][C:2]1[N:7]=[C:6]([N:8]2[C:16]3[C:11](=[CH:12][CH:13]=[C:14](Br)[CH:15]=3)[C:10]([CH2:18][C:19]([CH3:24])([OH:23])[CH:20]([F:22])[F:21])=[N:9]2)[CH:5]=[CH:4][N:3]=1.[CH3:25][C:26]1[O:30][N:29]=[C:28]([C@:31]([OH:35])([C:33]#[CH:34])[CH3:32])[N:27]=1. Given the product [NH2:1][C:2]1[N:7]=[C:6]([N:8]2[C:16]3[C:11](=[CH:12][CH:13]=[C:14]([C:34]#[C:33][C@:31]([C:28]4[N:27]=[C:26]([CH3:25])[O:30][N:29]=4)([OH:35])[CH3:32])[CH:15]=3)[C:10]([CH2:18][C:19]([OH:23])([CH3:24])[CH:20]([F:22])[F:21])=[N:9]2)[CH:5]=[CH:4][N:3]=1, predict the reactants needed to synthesize it.